This data is from Full USPTO retrosynthesis dataset with 1.9M reactions from patents (1976-2016). The task is: Predict the reactants needed to synthesize the given product. (1) Given the product [CH2:16]([N:3]1[CH:4]=[CH:5][C:6]([C:10]2[S:11][CH:12]=[CH:13][CH:14]=2)=[C:7]([C:8]#[N:9])[C:2]1=[O:1])[CH2:17][CH:18]([CH3:20])[CH3:19], predict the reactants needed to synthesize it. The reactants are: [O:1]=[C:2]1[C:7]([C:8]#[N:9])=[C:6]([C:10]2[S:11][CH:12]=[CH:13][CH:14]=2)[CH:5]=[CH:4][NH:3]1.Br[CH2:16][CH2:17][CH:18]([CH3:20])[CH3:19]. (2) The reactants are: [CH2:1]([C:3]1[CH:4]=[C:5]([C:16]#[C:17][Si](C)(C)C)[CH:6]=[C:7]2[C:12]=1[C:11](=[O:13])[CH2:10][CH2:9][C:8]2([CH3:15])[CH3:14])[CH3:2].C(=O)([O-])[O-].[K+].[K+]. Given the product [CH2:1]([C:3]1[CH:4]=[C:5]([C:16]#[CH:17])[CH:6]=[C:7]2[C:12]=1[C:11](=[O:13])[CH2:10][CH2:9][C:8]2([CH3:14])[CH3:15])[CH3:2], predict the reactants needed to synthesize it. (3) Given the product [Cl:24][C:25]1[CH:26]=[CH:27][C:28]([C@@H:31]2[C@:33]3([C:41]4[C:36](=[CH:37][CH:38]=[CH:39][CH:40]=4)[N:35]([CH2:21][C:17]4[CH:18]=[CH:19][CH:20]=[C:15]([C:14]([N:8]5[CH2:9][CH2:10][N:5]([CH2:4][CH2:3][N:2]([CH3:11])[CH3:1])[CH2:6][CH2:7]5)=[O:23])[CH:16]=4)[C:34]3=[O:42])[CH2:32]2)=[CH:29][CH:30]=1, predict the reactants needed to synthesize it. The reactants are: [CH3:1][N:2]([CH3:11])[CH2:3][CH2:4][N:5]1[CH2:10][CH2:9][NH:8][CH2:7][CH2:6]1.CO[C:14](=[O:23])[C:15]1[CH:20]=[CH:19][CH:18]=[C:17]([CH2:21]Br)[CH:16]=1.[Cl:24][C:25]1[CH:30]=[CH:29][C:28]([C@@H:31]2[C@:33]3([C:41]4[C:36](=[CH:37][CH:38]=[CH:39][CH:40]=4)[NH:35][C:34]3=[O:42])[CH2:32]2)=[CH:27][CH:26]=1. (4) Given the product [CH:1]1([CH2:4][N:5]([CH2:15][CH2:16][CH3:17])[C:6]2[N:11]=[CH:10][N:9]=[C:8]([C:12]([NH:41][C:40]3[CH:42]=[CH:43][CH:44]=[C:38]([CH2:37][N:32]4[CH:36]=[N:35][CH:34]=[N:33]4)[CH:39]=3)=[O:14])[CH:7]=2)[CH2:2][CH2:3]1, predict the reactants needed to synthesize it. The reactants are: [CH:1]1([CH2:4][N:5]([CH2:15][CH2:16][CH3:17])[C:6]2[N:11]=[CH:10][N:9]=[C:8]([C:12]([OH:14])=O)[CH:7]=2)[CH2:3][CH2:2]1.C(N(C(C)C)CC)(C)C.ClC(OC)=O.[N:32]1([CH2:37][C:38]2[CH:39]=[C:40]([CH:42]=[CH:43][CH:44]=2)[NH2:41])[CH:36]=[N:35][CH:34]=[N:33]1. (5) Given the product [CH3:14][C@H:9]1[CH2:10][O:11][CH2:12][CH2:13][N:8]1[C:6]1[CH:5]=[C:4]([CH2:15][S:16]([CH3:19])(=[O:18])=[O:17])[N:3]=[C:2]([C:27]2[CH:28]=[CH:29][C:24]([CH2:23][NH2:22])=[CH:25][CH:26]=2)[N:7]=1, predict the reactants needed to synthesize it. The reactants are: Cl[C:2]1[N:7]=[C:6]([N:8]2[CH2:13][CH2:12][O:11][CH2:10][C@@H:9]2[CH3:14])[CH:5]=[C:4]([CH2:15][S:16]([CH3:19])(=[O:18])=[O:17])[N:3]=1.O.Cl.[NH2:22][CH2:23][C:24]1[CH:29]=[CH:28][C:27](B(O)O)=[CH:26][CH:25]=1.C(=O)([O-])[O-].[Na+].[Na+]. (6) Given the product [Cl:35][CH2:36][C:37]1[N:38]=[C:39]2[CH:44]=[C:43]([CH3:2])[N:42]([C:45]3[CH:46]=[CH:47][C:48]([F:51])=[CH:49][CH:50]=3)[C:41](=[O:52])[N:40]2[CH:53]=1, predict the reactants needed to synthesize it. The reactants are: N[C:2]1C=C(C)NC(=O)N=1.FC1C=CC(B(O)O)=CC=1.NC1C=CN(C2C=CC(F)=CC=2)C(=O)N=1.[Cl:35][CH2:36][C:37]1[N:38]=[C:39]2[CH:44]=[CH:43][N:42]([C:45]3[CH:50]=[CH:49][C:48]([F:51])=[CH:47][CH:46]=3)[C:41](=[O:52])[N:40]2[CH:53]=1. (7) Given the product [Br:22][C:23]1[CH:28]=[CH:27][CH:26]=[CH:25][C:24]=1[N:29]1[C:5]([C:7]2[CH:17]=[CH:16][C:10]3[O:11][CH2:12][C:13](=[O:15])[NH:14][C:9]=3[CH:8]=2)=[CH:4][C:3]([C:2]([F:20])([F:19])[F:1])=[N:30]1, predict the reactants needed to synthesize it. The reactants are: [F:1][C:2]([F:20])([F:19])[C:3](=O)[CH2:4][C:5]([C:7]1[CH:17]=[CH:16][C:10]2[O:11][CH2:12][C:13](=[O:15])[NH:14][C:9]=2[CH:8]=1)=O.Cl.[Br:22][C:23]1[CH:28]=[CH:27][CH:26]=[CH:25][C:24]=1[NH:29][NH2:30]. (8) Given the product [CH3:1][O:2][C:3]1[CH:4]=[C:5]([CH:20]=[CH:21][C:22]=1[OH:23])[CH:6]=[CH:7][C:8]1[CH:12]=[C:11]([OH:13])[N:10]([C:14]2[CH:19]=[CH:18][CH:17]=[CH:16][N:15]=2)[N:9]=1, predict the reactants needed to synthesize it. The reactants are: [CH3:1][O:2][C:3]1[CH:4]=[C:5]([CH:20]=[CH:21][C:22]=1[O:23][Si](C(C)(C)C)(C)C)/[CH:6]=[CH:7]/[C:8]1[CH:12]=[C:11]([OH:13])[N:10]([C:14]2[CH:19]=[CH:18][CH:17]=[CH:16][N:15]=2)[N:9]=1.[Si](OC(C1C=NN(C2C=CC=CN=2)C=1O)=CC1C=CC=CC=1)(C(C)(C)C)(C)C.